Dataset: Reaction yield outcomes from USPTO patents with 853,638 reactions. Task: Predict the reaction yield, written as a fraction of the theoretical maximum amount of product (1.0 means a 100% yield; for example, 0.34 means a 34% yield). (1) The reactants are [CH2:1]([C:3]1[CH:8]=[C:7]([CH3:9])[CH:6]=[C:5]([CH2:10][CH3:11])[C:4]=1[C:12]1[C:13](=[O:22])[CH:14]([CH2:19][C:20]#[CH:21])[CH2:15][C:16]=1[O:17]C)[CH3:2].Cl. The catalyst is CC(C)=O. The product is [CH2:1]([C:3]1[CH:8]=[C:7]([CH3:9])[CH:6]=[C:5]([CH2:10][CH3:11])[C:4]=1[CH:12]1[C:13](=[O:22])[CH:14]([CH2:19][C:20]#[CH:21])[CH2:15][C:16]1=[O:17])[CH3:2]. The yield is 0.890. (2) The yield is 0.490. The product is [F:1][C:2]1[CH:7]=[CH:6][C:5]([C:8]2[N:9]=[CH:10][N:11]3[C:20]=2[CH:19]=[C:18]2[C@@:13]([CH3:28])([C@@H:14]([C@@:21]([C:23]4[S:24][CH:25]=[CH:26][CH:27]=4)([OH:22])[CH3:29])[CH2:15][CH2:16][CH2:17]2)[CH2:12]3)=[CH:4][CH:3]=1. No catalyst specified. The reactants are [F:1][C:2]1[CH:7]=[CH:6][C:5]([C:8]2[N:9]=[CH:10][N:11]3[C:20]=2[CH:19]=[C:18]2[C@@:13]([CH3:28])([C@@H:14]([C:21]([C:23]4[S:24][CH:25]=[CH:26][CH:27]=4)=[O:22])[CH2:15][CH2:16][CH2:17]2)[CH2:12]3)=[CH:4][CH:3]=1.[CH3:29][Mg]Br.[Cl-].[NH4+]. (3) The reactants are [F:1][C:2]1[CH:7]=[C:6]([C:8]([O:10][CH3:11])=[O:9])[CH:5]=[CH:4][C:3]=1B(O)O.FC(F)(F)S(O[C:21]1[CH:22]=[C:23]2[C:28](=[CH:29][CH:30]=1)[C:27](=[O:31])[N:26]([C@@H:32]1[CH2:36][CH2:35][N:34]([CH2:37][C:38]3[CH:43]=[CH:42][CH:41]=[CH:40][CH:39]=3)[CH2:33]1)[CH2:25][CH2:24]2)(=O)=O. The catalyst is CO. The product is [CH2:37]([N:34]1[CH2:35][CH2:36][C@@H:32]([N:26]2[CH2:25][CH2:24][C:23]3[C:28](=[CH:29][CH:30]=[C:21]([C:3]4[CH:4]=[CH:5][C:6]([C:8]([O:10][CH3:11])=[O:9])=[CH:7][C:2]=4[F:1])[CH:22]=3)[C:27]2=[O:31])[CH2:33]1)[C:38]1[CH:43]=[CH:42][CH:41]=[CH:40][CH:39]=1. The yield is 0.980. (4) The reactants are Br[C:2]1[CH:16]=[N:15][C:5]2[NH:6][C:7](=[O:14])[N:8]([CH2:10][CH2:11][O:12][CH3:13])[CH2:9][C:4]=2[CH:3]=1.[CH3:17][C:18]1[NH:19][C:20]2[C:25]([C:26]=1[CH2:27][N:28]([CH3:33])[C:29](=[O:32])[CH:30]=[CH2:31])=[CH:24][CH:23]=[CH:22][CH:21]=2.C1(C)C=CC=CC=1P(C1C=CC=CC=1C)C1C=CC=CC=1C.C(N(C(C)C)CC)(C)C. The catalyst is C(#N)CC.CC([O-])=O.CC([O-])=O.[Pd+2]. The product is [CH3:33][N:28]([CH2:27][C:26]1[C:25]2[C:20](=[CH:21][CH:22]=[CH:23][CH:24]=2)[NH:19][C:18]=1[CH3:17])[C:29](=[O:32])/[CH:30]=[CH:31]/[C:2]1[CH:16]=[N:15][C:5]2[NH:6][C:7](=[O:14])[N:8]([CH2:10][CH2:11][O:12][CH3:13])[CH2:9][C:4]=2[CH:3]=1. The yield is 0.360. (5) The reactants are [CH2:1]([OH:5])[C:2](=[CH2:4])[CH3:3].Cl[C:7]1[CH:12]=[C:11]([Cl:13])[CH:10]=[CH:9][C:8]=1[N+:14]([O-:16])=[O:15].[OH-].[K+]. The catalyst is C(O)(C)C.O.C1(C)C=CC=CC=1. The product is [Cl:13][C:11]1[CH:12]=[CH:7][C:8]([N+:14]([O-:16])=[O:15])=[C:9]([O:5][CH2:1][C:2]([CH3:3])=[CH2:4])[CH:10]=1. The yield is 0.320. (6) The reactants are [CH3:1][O:2][C:3]1[CH:4]=[CH:5][C:6]2[O:11][CH2:10][C:9](=[O:12])[NH:8][C:7]=2[CH:13]=1.[H-].[Na+].Br[CH2:17][C:18]([O:20][CH2:21][CH3:22])=[O:19].FC(F)(F)C(O)=O. The catalyst is O1CCCC1.CC#N.O. The product is [CH3:1][O:2][C:3]1[CH:4]=[CH:5][C:6]2[O:11][CH2:10][C:9](=[O:12])[N:8]([CH2:17][C:18]([O:20][CH2:21][CH3:22])=[O:19])[C:7]=2[CH:13]=1. The yield is 0.600. (7) The reactants are [Cl:1][C:2]1[C:3]([CH2:13][C:14](Cl)(Cl)Cl)=[C:4]2[C:9](=[CH:10][CH:11]=1)[CH:8]=[N:7][C:6]([CH3:12])=[CH:5]2.C[O-:19].[Na+].OS(O)(=O)=O.[C:26]([O-])(O)=[O:27].[Na+]. The catalyst is CO. The product is [CH3:26][O:27][C:14](=[O:19])[CH2:13][C:3]1[C:2]([Cl:1])=[CH:11][CH:10]=[C:9]2[C:4]=1[CH:5]=[C:6]([CH3:12])[N:7]=[CH:8]2. The yield is 0.700. (8) The reactants are Br[C:2]1[CH:3]=[N:4][N:5]([C:7]([C:20]2[CH:25]=[CH:24][CH:23]=[CH:22][CH:21]=2)([C:14]2[CH:19]=[CH:18][CH:17]=[CH:16][CH:15]=2)[C:8]2[CH:13]=[CH:12][CH:11]=[CH:10][CH:9]=2)[CH:6]=1.[B:26]1([B:26]2[O:30][C:29]([CH3:32])([CH3:31])[C:28]([CH3:34])([CH3:33])[O:27]2)[O:30][C:29]([CH3:32])([CH3:31])[C:28]([CH3:34])([CH3:33])[O:27]1.C([O-])(=O)C.[K+]. The catalyst is CN(C=O)C.O.C1C=CC(P(C2C=CC=CC=2)[C-]2C=CC=C2)=CC=1.C1C=CC(P(C2C=CC=CC=2)[C-]2C=CC=C2)=CC=1.Cl[Pd]Cl.[Fe+2]. The product is [CH3:33][C:28]1([CH3:34])[C:29]([CH3:32])([CH3:31])[O:30][B:26]([C:2]2[CH:3]=[N:4][N:5]([C:7]([C:20]3[CH:25]=[CH:24][CH:23]=[CH:22][CH:21]=3)([C:14]3[CH:19]=[CH:18][CH:17]=[CH:16][CH:15]=3)[C:8]3[CH:13]=[CH:12][CH:11]=[CH:10][CH:9]=3)[CH:6]=2)[O:27]1. The yield is 0.910. (9) The reactants are Br[C:2]1[CH:9]=[N:8][CH:7]=[C:6]([Br:10])[C:3]=1[CH:4]=[O:5].[CH3:11][C:12]1([CH3:25])[CH2:24][C:15]2[C:16]3[CH2:21][CH2:20][NH:19][C:18](=[O:22])[C:17]=3[S:23][C:14]=2[CH2:13]1.C(=O)([O-])[O-].[Cs+].[Cs+].CC1(C)C2C(=C(P(C3C=CC=CC=3)C3C=CC=CC=3)C=CC=2)OC2C(P(C3C=CC=CC=3)C3C=CC=CC=3)=CC=CC1=2. The catalyst is C1C=CC(/C=C/C(/C=C/C2C=CC=CC=2)=O)=CC=1.C1C=CC(/C=C/C(/C=C/C2C=CC=CC=2)=O)=CC=1.C1C=CC(/C=C/C(/C=C/C2C=CC=CC=2)=O)=CC=1.[Pd].[Pd].O1CCOCC1. The product is [Br:10][C:6]1[CH:7]=[N:8][CH:9]=[C:2]([N:19]2[CH2:20][CH2:21][C:16]3[C:15]4[CH2:24][C:12]([CH3:11])([CH3:25])[CH2:13][C:14]=4[S:23][C:17]=3[C:18]2=[O:22])[C:3]=1[CH:4]=[O:5]. The yield is 0.650.